This data is from Catalyst prediction with 721,799 reactions and 888 catalyst types from USPTO. The task is: Predict which catalyst facilitates the given reaction. (1) Reactant: [Cl:1][C:2]1[CH:3]=[C:4]([C:8]2[O:16][C:15]3[CH:14]=[CH:13][N:12]([C:17]4[CH:18]=[C:19]5[C:23](=[CH:24][CH:25]=4)[N:22]([CH2:26][CH2:27][N:28]4[CH2:32][CH2:31][CH2:30][CH2:29]4)[N:21]=[CH:20]5)[C:11](=[O:33])[C:10]=3[CH:9]=2)[CH:5]=[CH:6][CH:7]=1.Cl.C(OCC)C. Product: [ClH:1].[Cl:1][C:2]1[CH:3]=[C:4]([C:8]2[O:16][C:15]3[CH:14]=[CH:13][N:12]([C:17]4[CH:18]=[C:19]5[C:23](=[CH:24][CH:25]=4)[N:22]([CH2:26][CH2:27][N:28]4[CH2:29][CH2:30][CH2:31][CH2:32]4)[N:21]=[CH:20]5)[C:11](=[O:33])[C:10]=3[CH:9]=2)[CH:5]=[CH:6][CH:7]=1. The catalyst class is: 2. (2) Reactant: [CH3:1][C:2]1[C:3]2[N:4]([N:9]=[C:10]([C:12]3[C:13](=[O:35])[O:14][C:15]4[C:20]([CH:21]=3)=[CH:19][CH:18]=[C:17]([CH:22]3[CH2:27][CH2:26][N:25](C(OC(C)(C)C)=O)[CH2:24][CH2:23]3)[CH:16]=4)[CH:11]=2)[CH:5]=[C:6]([CH3:8])[N:7]=1.C(O)(C(F)(F)F)=O. Product: [CH3:1][C:2]1[C:3]2[N:4]([N:9]=[C:10]([C:12]3[C:13](=[O:35])[O:14][C:15]4[C:20]([CH:21]=3)=[CH:19][CH:18]=[C:17]([CH:22]3[CH2:23][CH2:24][NH:25][CH2:26][CH2:27]3)[CH:16]=4)[CH:11]=2)[CH:5]=[C:6]([CH3:8])[N:7]=1. The catalyst class is: 4. (3) Reactant: [C:1]([O:5][C:6]([N:8]1[CH2:13][CH2:12][CH:11]([C:14]2[N:15]([CH2:27][CH2:28][NH:29][CH3:30])[CH:16]=[C:17]([C:19]3[CH:24]=[CH:23][C:22]([F:25])=[C:21]([Cl:26])[CH:20]=3)[N:18]=2)[CH2:10][CH2:9]1)=[O:7])([CH3:4])([CH3:3])[CH3:2].Cl[C:32]([O:34][CH2:35][C:36]1[CH:41]=[CH:40][CH:39]=[CH:38][CH:37]=1)=[O:33].CCN(C(C)C)C(C)C. Product: [C:1]([O:5][C:6]([N:8]1[CH2:13][CH2:12][CH:11]([C:14]2[N:15]([CH2:27][CH2:28][N:29]([C:32]([O:34][CH2:35][C:36]3[CH:41]=[CH:40][CH:39]=[CH:38][CH:37]=3)=[O:33])[CH3:30])[CH:16]=[C:17]([C:19]3[CH:24]=[CH:23][C:22]([F:25])=[C:21]([Cl:26])[CH:20]=3)[N:18]=2)[CH2:10][CH2:9]1)=[O:7])([CH3:4])([CH3:3])[CH3:2]. The catalyst class is: 2. (4) Reactant: [CH2:1](Br)[C:2]#[CH:3].[OH:5][C:6]1[CH:15]=[CH:14][C:9]([C:10]([O:12][CH3:13])=[O:11])=[CH:8][CH:7]=1.C(=O)([O-])[O-].[K+].[K+]. Product: [CH3:13][O:12][C:10](=[O:11])[C:9]1[CH:8]=[CH:7][C:6]([O:5][CH2:3][C:2]#[CH:1])=[CH:15][CH:14]=1. The catalyst class is: 21. (5) Reactant: Cl.[CH2:2]([C:5]1[N:10]=[CH:9][C:8]([NH2:11])=[C:7]([NH2:12])[CH:6]=1)[CH2:3][CH3:4].N1[CH:18]=[CH:17]C=CC=1.CN(C=[O:23])C.C([O-])(O)=O.[Na+]. Product: [NH2:12][C:7]1[CH:6]=[C:5]([CH2:2][CH2:3][CH3:4])[N:10]=[CH:9][C:8]=1[NH:11][C:17](=[O:23])[CH3:18]. The catalyst class is: 2.